Dataset: Catalyst prediction with 721,799 reactions and 888 catalyst types from USPTO. Task: Predict which catalyst facilitates the given reaction. (1) Reactant: Cl[CH2:2][CH2:3][C:4]([C:6]1[CH:11]=[CH:10][CH:9]=[CH:8][CH:7]=1)=[O:5].C(=O)([O-])[O-].[K+].[K+].[N:18]1([C:24]2[N:31]=[CH:30][CH:29]=[CH:28][C:25]=2[C:26]#[N:27])[CH2:23][CH2:22][NH:21][CH2:20][CH2:19]1.C(OCC)(=O)C. Product: [O:5]=[C:4]([C:6]1[CH:11]=[CH:10][CH:9]=[CH:8][CH:7]=1)[CH2:3][CH2:2][N:21]1[CH2:22][CH2:23][N:18]([C:24]2[N:31]=[CH:30][CH:29]=[CH:28][C:25]=2[C:26]#[N:27])[CH2:19][CH2:20]1. The catalyst class is: 9. (2) Product: [C:4]([NH:18][CH2:19][CH2:20][C:21]1[C:25]2[CH:26]=[C:27]([C:30]([O:32][CH3:33])=[O:31])[CH:28]=[CH:29][C:24]=2[O:23][CH:22]=1)(=[O:5])[CH2:3][CH:1]=[CH2:2]. Reactant: [CH:1]([CH2:3][C:4](O)=[O:5])=[CH2:2].OC1C2N=NNC=2C=CC=1.Cl.[NH2:18][CH2:19][CH2:20][C:21]1[C:25]2[CH:26]=[C:27]([C:30]([O:32][CH3:33])=[O:31])[CH:28]=[CH:29][C:24]=2[O:23][CH:22]=1. The catalyst class is: 4. (3) Product: [CH:1]1([CH:7]([F:29])[CH2:8][CH:9]2[C:17]3[C:12](=[CH:13][CH:14]=[CH:15][C:16]=3[F:18])[C:11]3=[CH:19][N:20]=[CH:21][N:10]23)[CH2:6][CH2:5][CH2:4][CH2:3][CH2:2]1. Reactant: [CH:1]1([CH:7](O)[CH2:8][CH:9]2[C:17]3[C:12](=[CH:13][CH:14]=[CH:15][C:16]=3[F:18])[C:11]3=[CH:19][N:20]=[CH:21][N:10]23)[CH2:6][CH2:5][CH2:4][CH2:3][CH2:2]1.CCN(S(F)(F)[F:29])CC.CC(O)C. The catalyst class is: 635. (4) Reactant: [CH2:1]([O:5][C:6]1[N:14]=[C:13]2[C:9]([N:10]=[C:11]([O:23]C)[N:12]2[CH2:15][CH2:16][CH:17]2[CH2:22][CH2:21][CH2:20][CH2:19][O:18]2)=[C:8]([NH2:25])[N:7]=1)[CH2:2][CH2:3][CH3:4].Cl. Product: [NH2:25][C:8]1[N:7]=[C:6]([O:5][CH2:1][CH2:2][CH2:3][CH3:4])[N:14]=[C:13]2[C:9]=1[NH:10][C:11](=[O:23])[N:12]2[CH2:15][CH2:16][CH:17]1[CH2:22][CH2:21][CH2:20][CH2:19][O:18]1. The catalyst class is: 71. (5) Reactant: [Br:1][C:2]1[CH:28]=[CH:27][C:5]([CH2:6][C:7]23[CH2:14][CH2:13][CH2:12][N:11]2[C:10](=[O:15])[N:9]([C:16]2[CH:21]=[C:20]([Cl:22])[C:19]([O:23]C)=[C:18]([Cl:25])[CH:17]=2)[C:8]3=[O:26])=[CH:4][CH:3]=1. Product: [Br:1][C:2]1[CH:3]=[CH:4][C:5]([CH2:6][C:7]23[CH2:14][CH2:13][CH2:12][N:11]2[C:10](=[O:15])[N:9]([C:16]2[CH:21]=[C:20]([Cl:22])[C:19]([OH:23])=[C:18]([Cl:25])[CH:17]=2)[C:8]3=[O:26])=[CH:27][CH:28]=1. The catalyst class is: 201. (6) Reactant: [CH2:1](Br)[CH2:2][CH:3]([CH3:5])[CH3:4].COCCOC[C:13]1[C:26]2[NH:27][N:28]=[C:24]3[C:25]=2[C:16]([C:17](=[O:29])[C:18]2[C:23]3=[CH:22][CH:21]=[CH:20][CH:19]=2)=[C:15]([OH:30])[CH:14]=1.C(=O)([O-])[O-].[K+].[K+].O. Product: [CH3:4][CH:3]([CH3:5])[CH2:2][CH2:1][O:30][C:15]1[CH:14]=[CH:13][C:26]2[NH:27][N:28]=[C:24]3[C:23]4[C:18](=[CH:19][CH:20]=[CH:21][CH:22]=4)[C:17](=[O:29])[C:16]=1[C:25]=23. The catalyst class is: 9.